The task is: Predict the reaction yield, written as a fraction of the theoretical maximum amount of product (1.0 means a 100% yield; for example, 0.34 means a 34% yield).. This data is from Reaction yield outcomes from USPTO patents with 853,638 reactions. (1) The reactants are [NH:1](C(OC(C)(C)C)=O)[C@@H:2]([C:22]([O:24][CH2:25][C:26]1[CH:31]=[CH:30][CH:29]=[CH:28][CH:27]=1)=[O:23])[CH2:3][CH2:4][C:5]([NH:7][C@@H:8]([C:19]([OH:21])=[O:20])[CH2:9][C:10]1[C:18]2[C:13](=[CH:14][CH:15]=[CH:16][CH:17]=2)[NH:12][CH:11]=1)=[O:6].[ClH:39]. The catalyst is O1CCOCC1.C(OCC)(=O)C. The product is [NH2:1][C@@H:2]([C:22]([O:24][CH2:25][C:26]1[CH:27]=[CH:28][CH:29]=[CH:30][CH:31]=1)=[O:23])[CH2:3][CH2:4][C:5]([NH:7][C@@H:8]([C:19]([OH:21])=[O:20])[CH2:9][C:10]1[C:18]2[C:13](=[CH:14][CH:15]=[CH:16][CH:17]=2)[NH:12][CH:11]=1)=[O:6].[ClH:39]. The yield is 0.880. (2) The reactants are [CH3:1][O:2][C:3](=[O:21])/[CH:4]=[CH:5]/[C:6]1[CH:11]=[CH:10][C:9]([CH:12]2[CH2:16][CH2:15][CH2:14][N:13]2[CH2:17][CH2:18][C:19]#[CH:20])=[CH:8][CH:7]=1.[CH2:22]([N:29]=[N+:30]=[N-:31])[C:23]1[CH:28]=[CH:27][CH:26]=[CH:25][CH:24]=1.O=C1O[C@H]([C@H](CO)O)C([O-])=C1O.[Na+]. The catalyst is O.C(O)(C)(C)C.O.O.O.O.O.S([O-])([O-])(=O)=O.[Cu+2]. The product is [CH3:1][O:2][C:3](=[O:21])/[CH:4]=[CH:5]/[C:6]1[CH:11]=[CH:10][C:9]([CH:12]2[CH2:16][CH2:15][CH2:14][N:13]2[CH2:17][CH2:18][C:19]2[N:31]=[N:30][N:29]([CH2:22][C:23]3[CH:28]=[CH:27][CH:26]=[CH:25][CH:24]=3)[CH:20]=2)=[CH:8][CH:7]=1. The yield is 0.720. (3) The reactants are C(OC(=O)[NH:10][CH2:11][CH2:12][CH2:13][CH2:14][C:15]1[CH:20]=[CH:19][C:18]([O:21][CH2:22][C:23](=[O:31])[NH:24][C:25]2[CH:30]=[CH:29][CH:28]=[CH:27][CH:26]=2)=[CH:17][CH:16]=1)C1C=CC=CC=1.C(O)(=O)C. The catalyst is C(O)C.C1COCC1.[Pd]. The product is [NH2:10][CH2:11][CH2:12][CH2:13][CH2:14][C:15]1[CH:20]=[CH:19][C:18]([O:21][CH2:22][C:23]([NH:24][C:25]2[CH:26]=[CH:27][CH:28]=[CH:29][CH:30]=2)=[O:31])=[CH:17][CH:16]=1. The yield is 0.970.